Dataset: Reaction yield outcomes from USPTO patents with 853,638 reactions. Task: Predict the reaction yield, written as a fraction of the theoretical maximum amount of product (1.0 means a 100% yield; for example, 0.34 means a 34% yield). (1) The reactants are [CH2:1]([O:8][C:9]([NH:11][C:12]1[C:13]([CH3:47])=[C:14]([C:18]2[C:30]3[C:29]4[C:24](=[CH:25][C:26]([N:31]5[CH2:35][CH2:34][CH:33]([O:36][Si:37]([C:40]([CH3:43])([CH3:42])[CH3:41])([CH3:39])[CH3:38])[CH2:32]5)=[CH:27][CH:28]=4)[NH:23][C:22]=3[C:21]([C:44](O)=[O:45])=[N:20][CH:19]=2)[CH:15]=[CH:16][CH:17]=1)=[O:10])[C:2]1[CH:7]=[CH:6][CH:5]=[CH:4][CH:3]=1.[Cl-].[NH4+].F[P-](F)(F)(F)(F)F.[N:57]1(O[P+](N(C)C)(N(C)C)N(C)C)C2C=CC=CC=2N=N1.CCN(C(C)C)C(C)C.CN1CCOCC1. The catalyst is CN(C=O)C.O. The product is [Si:37]([O:36][CH:33]1[CH2:34][CH2:35][N:31]([C:26]2[CH:25]=[C:24]3[C:29]([C:30]4[C:18]([C:14]5[C:13]([CH3:47])=[C:12]([NH:11][C:9](=[O:10])[O:8][CH2:1][C:2]6[CH:3]=[CH:4][CH:5]=[CH:6][CH:7]=6)[CH:17]=[CH:16][CH:15]=5)=[CH:19][N:20]=[C:21]([C:44](=[O:45])[NH2:57])[C:22]=4[NH:23]3)=[CH:28][CH:27]=2)[CH2:32]1)([C:40]([CH3:43])([CH3:41])[CH3:42])([CH3:39])[CH3:38]. The yield is 0.880. (2) The reactants are [Cl:1][C:2]1[CH:13]=[CH:12][C:5]2[NH:6][C:7](=O)[CH2:8][O:9][CH2:10][C:4]=2[CH:3]=1.COC1C=CC(P2(=S)SP(=S)(C3C=CC(OC)=CC=3)[S:23]2)=CC=1. The catalyst is O1CCCC1. The product is [Cl:1][C:2]1[CH:13]=[CH:12][C:5]2[NH:6][C:7](=[S:23])[CH2:8][O:9][CH2:10][C:4]=2[CH:3]=1. The yield is 0.600. (3) The reactants are [F:1][C:2]([F:12])([F:11])[C:3]1[CH:9]=[C:8]([Br:10])[CH:7]=[CH:6][C:4]=1[NH2:5].[C:13](OC(=O)C)(=[O:15])[CH3:14]. The catalyst is O1CCCC1. The product is [Br:10][C:8]1[CH:7]=[CH:6][C:4]([NH:5][C:13](=[O:15])[CH3:14])=[C:3]([C:2]([F:1])([F:11])[F:12])[CH:9]=1. The yield is 0.900. (4) The reactants are [CH3:1][C:2]1[CH:7]=[CH:6][C:5]([C:8]2[N:12]([C:13]3[CH:18]=[CH:17][C:16]([N+:19]([O-])=O)=[CH:15][CH:14]=3)[N:11]=[C:10]([C:22]([F:25])([F:24])[F:23])[CH:9]=2)=[CH:4][CH:3]=1. The catalyst is C1COCC1.C(O)C.[C].[Pd]. The product is [CH3:1][C:2]1[CH:3]=[CH:4][C:5]([C:8]2[N:12]([C:13]3[CH:18]=[CH:17][C:16]([NH2:19])=[CH:15][CH:14]=3)[N:11]=[C:10]([C:22]([F:25])([F:23])[F:24])[CH:9]=2)=[CH:6][CH:7]=1. The yield is 0.980. (5) The reactants are Cl[C:2]1[S:3][C:4]2[CH:10]=[C:9]([O:11][C:12]([F:15])([F:14])[F:13])[CH:8]=[CH:7][C:5]=2[N:6]=1.[Br:16][C:17]1[CH:23]=[CH:22][C:20]([NH2:21])=[C:19]([F:24])[CH:18]=1. The catalyst is C(O)CCC.O1CCOCC1. The product is [Br:16][C:17]1[CH:23]=[CH:22][C:20]([NH:21][C:2]2[S:3][C:4]3[CH:10]=[C:9]([O:11][C:12]([F:15])([F:14])[F:13])[CH:8]=[CH:7][C:5]=3[N:6]=2)=[C:19]([F:24])[CH:18]=1. The yield is 0.580. (6) The reactants are [Li+].[Cl-].C1C[O:6][CH2:5]C1.Br[C:9]1[CH:10]=[C:11]([C:16]2([C:19]#[N:20])[CH2:18][CH2:17]2)[CH:12]=[C:13]([Br:15])[CH:14]=1.CN(C=O)C.[NH4+].[Cl-]. The catalyst is O.C(OCC)(=O)C. The product is [Br:15][C:13]1[CH:12]=[C:11]([C:16]2([C:19]#[N:20])[CH2:18][CH2:17]2)[CH:10]=[C:9]([CH:5]=[O:6])[CH:14]=1. The yield is 0.830. (7) The reactants are [Cl:1][C:2]1[C:10]2[C:5](=[N:6][CH:7]=[CH:8][C:9]=2[C:11]2[CH:12]=[C:13]([C:17]([CH3:29])([CH2:27][CH3:28])[CH2:18][NH:19]C(=O)OC(C)(C)C)[CH:14]=[CH:15][CH:16]=2)[NH:4][N:3]=1.C(O)(C(F)(F)F)=O. The catalyst is C(Cl)Cl. The product is [Cl:1][C:2]1[C:10]2[C:5](=[N:6][CH:7]=[CH:8][C:9]=2[C:11]2[CH:12]=[C:13]([C:17]([CH3:29])([CH2:27][CH3:28])[CH2:18][NH2:19])[CH:14]=[CH:15][CH:16]=2)[NH:4][N:3]=1. The yield is 0.550.